From a dataset of NCI-60 drug combinations with 297,098 pairs across 59 cell lines. Regression. Given two drug SMILES strings and cell line genomic features, predict the synergy score measuring deviation from expected non-interaction effect. Drug 1: CNC(=O)C1=NC=CC(=C1)OC2=CC=C(C=C2)NC(=O)NC3=CC(=C(C=C3)Cl)C(F)(F)F. Drug 2: CC(C)CN1C=NC2=C1C3=CC=CC=C3N=C2N. Cell line: HT29. Synergy scores: CSS=4.08, Synergy_ZIP=4.78, Synergy_Bliss=8.05, Synergy_Loewe=4.85, Synergy_HSA=5.41.